Predict the product of the given reaction. From a dataset of Forward reaction prediction with 1.9M reactions from USPTO patents (1976-2016). (1) Given the reactants [CH2:1]([N:3](CC)[C:4]([C:6]1[CH:11]=[C:10]([C:12]2[CH:13]=[N:14][N:15]([CH2:17][CH2:18][CH2:19][OH:20])[CH:16]=2)[CH:9]=[CH:8][C:7]=1[NH:21][C:22]1[C:27]([C:28]([F:31])([F:30])[F:29])=[CH:26][N:25]=[C:24]([NH:32][C:33]2[CH:45]=[CH:44][C:36]([CH2:37][P:38](=[O:43])([OH:42])[O:39][CH2:40][CH3:41])=[CH:35][C:34]=2[O:46][CH3:47])[N:23]=1)=[O:5])[CH3:2].C(NC(C1C=C(C2C=NN(CCCO)C=2)C=CC=1NC1C(C(F)(F)F)=CN=C(NC2C=CC(CP(=O)(OCC)OCC)=CC=2OC)N=1)=O)C, predict the reaction product. The product is: [CH2:1]([NH:3][C:4]([C:6]1[CH:11]=[C:10]([C:12]2[CH:13]=[N:14][N:15]([CH2:17][CH2:18][CH2:19][OH:20])[CH:16]=2)[CH:9]=[CH:8][C:7]=1[NH:21][C:22]1[C:27]([C:28]([F:31])([F:29])[F:30])=[CH:26][N:25]=[C:24]([NH:32][C:33]2[CH:45]=[CH:44][C:36]([CH2:37][P:38](=[O:42])([OH:43])[O:39][CH2:40][CH3:41])=[CH:35][C:34]=2[O:46][CH3:47])[N:23]=1)=[O:5])[CH3:2]. (2) Given the reactants COC1C=CC(C[N:8](CC2C=CC(OC)=CC=2)[C:9]2[N:14]=[CH:13][C:12]([C:15]3[C:16]4[CH2:29][CH2:28][N:27]([C:30]5[CH:35]=[CH:34][C:33]([CH2:36][CH2:37]C(O)=O)=[CH:32][CH:31]=5)[C:17]=4[N:18]=[C:19]([N:21]4[CH2:26][CH2:25][O:24][CH2:23][CH2:22]4)[N:20]=3)=[CH:11][N:10]=2)=CC=1.C(O[C:57]([N:59]1[CH2:64][CH2:63][NH:62][CH2:61][CH2:60]1)=[O:58])(C)(C)C, predict the reaction product. The product is: [NH2:8][C:9]1[N:14]=[CH:13][C:12]([C:15]2[C:16]3[CH2:29][CH2:28][N:27]([C:30]4[CH:35]=[CH:34][C:33]([CH2:36][CH2:37][C:57]([N:59]5[CH2:60][CH2:61][NH:62][CH2:63][CH2:64]5)=[O:58])=[CH:32][CH:31]=4)[C:17]=3[N:18]=[C:19]([N:21]3[CH2:26][CH2:25][O:24][CH2:23][CH2:22]3)[N:20]=2)=[CH:11][N:10]=1. (3) Given the reactants [CH3:1][O:2][C:3](=[O:14])[C:4]1[CH:9]=[C:8]([N+:10]([O-])=O)[C:7]([NH2:13])=[N:6][CH:5]=1, predict the reaction product. The product is: [CH3:1][O:2][C:3](=[O:14])[C:4]1[CH:9]=[C:8]([NH2:10])[C:7]([NH2:13])=[N:6][CH:5]=1. (4) Given the reactants [OH:1][C:2]1[CH:19]=[CH:18][C:5]([O:6][C:7]2[CH:14]=[CH:13][C:10]([C:11]#[N:12])=[CH:9][C:8]=2[N+:15]([O-])=O)=[CH:4][CH:3]=1.[H][H], predict the reaction product. The product is: [NH2:15][C:8]1[CH:9]=[C:10]([CH:13]=[CH:14][C:7]=1[O:6][C:5]1[CH:18]=[CH:19][C:2]([OH:1])=[CH:3][CH:4]=1)[C:11]#[N:12]. (5) The product is: [CH2:46]([O:48][C:49]([N:51]1[CH2:52][CH2:53][N:54]([C:9](=[O:11])[C@@H:8]([NH:12][C:13]([O:15][CH2:16][C:17]2[CH:22]=[CH:21][CH:20]=[CH:19][CH:18]=2)=[O:14])[CH2:7][C:6]([O:5][C:1]([CH3:2])([CH3:3])[CH3:4])=[O:23])[CH2:55][CH2:56]1)=[O:50])[CH3:47]. Given the reactants [C:1]([O:5][C:6](=[O:23])[CH2:7][C@H:8]([NH:12][C:13]([O:15][CH2:16][C:17]1[CH:22]=[CH:21][CH:20]=[CH:19][CH:18]=1)=[O:14])[C:9]([OH:11])=O)([CH3:4])([CH3:3])[CH3:2].[B-](F)(F)(F)F.CCOC(C(C#N)=NOC(N(C)C)=[N+](C)C)=O.[CH2:46]([O:48][C:49]([N:51]1[CH2:56][CH2:55][NH:54][CH2:53][CH2:52]1)=[O:50])[CH3:47].C(=O)([O-])O.[Na+], predict the reaction product.